This data is from Forward reaction prediction with 1.9M reactions from USPTO patents (1976-2016). The task is: Predict the product of the given reaction. (1) Given the reactants CON(C)[C:4]([C@H:6]1[CH2:10][CH2:9][N:8]([C:11]([O:13][C:14]([CH3:17])([CH3:16])[CH3:15])=[O:12])[CH2:7]1)=[O:5].[CH3:19][Mg]Br, predict the reaction product. The product is: [C:4]([C@H:6]1[CH2:10][CH2:9][N:8]([C:11]([O:13][C:14]([CH3:15])([CH3:16])[CH3:17])=[O:12])[CH2:7]1)(=[O:5])[CH3:19]. (2) Given the reactants [NH2:1][C:2]1[CH:7]=[C:6]([C:8]2[CH:13]=[CH:12][CH:11]=[CH:10][N:9]=2)[N:5]=[C:4]([SH:14])[N:3]=1.O1C=CC=[C:16]1C1N=C(SC)N=C(N)C=1, predict the reaction product. The product is: [CH3:16][S:14][C:4]1[N:3]=[C:2]([NH2:1])[CH:7]=[C:6]([C:8]2[CH:13]=[CH:12][CH:11]=[CH:10][N:9]=2)[N:5]=1. (3) Given the reactants C(OC([N:8]([C:16]1[C:21]([O:22][CH2:23][C@@H:24]([N:26]([CH3:32])[C:27](=[O:31])[C:28]#[C:29][CH3:30])[CH3:25])=[C:20]([C:33]2[CH:38]=[C:37]([F:39])[CH:36]=[C:35]([N:40](C(OC(C)(C)C)=O)[C:41](=[O:51])[C:42]3[CH:47]=[CH:46][C:45]([CH:48]4[CH2:50][CH2:49]4)=[CH:44][CH:43]=3)[C:34]=2[CH3:59])[N:19]=[CH:18][N:17]=1)C(=O)OC(C)(C)C)=O)(C)(C)C.C(O)(C(F)(F)[F:63])=O, predict the reaction product. The product is: [NH2:8][C:16]1[N:17]=[CH:18][N:19]=[C:20]([C:33]2[C:34]([CH3:59])=[C:35]([NH:40][C:41](=[O:51])[C:42]3[CH:43]=[CH:44][C:45]([CH:48]4[CH2:50][CH2:49]4)=[CH:46][C:47]=3[F:63])[CH:36]=[C:37]([F:39])[CH:38]=2)[C:21]=1[O:22][CH2:23][C@@H:24]([N:26]([CH3:32])[C:27](=[O:31])[C:28]#[C:29][CH3:30])[CH3:25]. (4) Given the reactants [CH3:1][C:2]([CH3:36])([CH3:35])[CH2:3][C:4]1[N:9]=[C:8]([CH2:10][O:11][C:12]2[C:13]([CH3:25])=[C:14]([CH2:18][CH2:19][C:20]([O:22]CC)=[O:21])[CH:15]=[CH:16][CH:17]=2)[CH:7]=[CH:6][C:5]=1[C:26]1[CH:31]=[C:30]([O:32][CH3:33])[CH:29]=[CH:28][C:27]=1[F:34].[OH-].[Na+].Cl, predict the reaction product. The product is: [CH3:1][C:2]([CH3:36])([CH3:35])[CH2:3][C:4]1[N:9]=[C:8]([CH2:10][O:11][C:12]2[C:13]([CH3:25])=[C:14]([CH2:18][CH2:19][C:20]([OH:22])=[O:21])[CH:15]=[CH:16][CH:17]=2)[CH:7]=[CH:6][C:5]=1[C:26]1[CH:31]=[C:30]([O:32][CH3:33])[CH:29]=[CH:28][C:27]=1[F:34]. (5) Given the reactants CCN(C(C)C)C(C)C.[C:10]1([NH2:17])[CH:15]=[CH:14][CH:13]=[CH:12][C:11]=1[NH2:16].CN(C(ON1N=NC2C=CC=NC1=2)=[N+](C)C)C.F[P-](F)(F)(F)(F)F.[CH2:42]([C:51]1[S:52][CH:53]=[C:54](/[CH:56]=[CH:57]/[C:58](O)=[O:59])[N:55]=1)[CH:43]=[CH:44][C:45]1[CH:50]=[CH:49][CH:48]=[CH:47][CH:46]=1.N, predict the reaction product. The product is: [NH2:16][C:11]1[CH:12]=[CH:13][CH:14]=[CH:15][C:10]=1[NH:17][C:58](=[O:59])/[CH:57]=[CH:56]/[C:54]1[N:55]=[C:51]([CH2:42][CH:43]=[CH:44][C:45]2[CH:46]=[CH:47][CH:48]=[CH:49][CH:50]=2)[S:52][CH:53]=1.